From a dataset of Full USPTO retrosynthesis dataset with 1.9M reactions from patents (1976-2016). Predict the reactants needed to synthesize the given product. (1) Given the product [Br:23][C:20]1[S:16][C:17]([CH2:21][NH:22][C:9](=[O:10])[O:11][C:12]([CH3:13])([CH3:14])[CH3:15])=[CH:18][CH:19]=1, predict the reactants needed to synthesize it. The reactants are: [C:9](O[C:9]([O:11][C:12]([CH3:15])([CH3:14])[CH3:13])=[O:10])([O:11][C:12]([CH3:15])([CH3:14])[CH3:13])=[O:10].[S:16]1[CH:20]=[CH:19][CH:18]=[C:17]1[CH2:21][NH2:22].[Br:23]N1C(=O)CCC1=O. (2) Given the product [Br:1][C:2]1[CH:3]=[C:4]([C:8](=[O:15])[CH2:9][CH2:10][CH2:11][F:12])[CH:5]=[CH:6][CH:7]=1, predict the reactants needed to synthesize it. The reactants are: [Br:1][C:2]1[CH:7]=[CH:6][CH:5]=[C:4]([C:8]#[C:9][CH2:10][CH2:11][F:12])[CH:3]=1.CO.[OH:15]S(O)(=O)=O. (3) Given the product [Cl:30][C:22]1[C:23]2[CH2:24][CH2:25][CH:26]([OH:29])[CH2:27][C:28]=2[C:19]([NH:18][C:14]2[N:15]=[CH:16][N:17]=[C:12]([C:3]3[CH:4]=[CH:5][C:6]([C:8]([F:10])([F:11])[F:9])=[CH:7][C:2]=3[NH:1][C:45](=[O:46])[CH2:44][C:40]([CH3:43])([CH3:42])[CH3:41])[CH:13]=2)=[CH:20][CH:21]=1, predict the reactants needed to synthesize it. The reactants are: [NH2:1][C:2]1[CH:7]=[C:6]([C:8]([F:11])([F:10])[F:9])[CH:5]=[CH:4][C:3]=1[C:12]1[N:17]=[CH:16][N:15]=[C:14]([NH:18][C:19]2[CH:20]=[CH:21][C:22]([Cl:30])=[C:23]3[C:28]=2[CH2:27][CH:26]([OH:29])[CH2:25][CH2:24]3)[CH:13]=1.C(N(CC)C(C)C)(C)C.[C:40]([CH2:44][C:45](Cl)=[O:46])([CH3:43])([CH3:42])[CH3:41].